From a dataset of Peptide-MHC class II binding affinity with 134,281 pairs from IEDB. Regression. Given a peptide amino acid sequence and an MHC pseudo amino acid sequence, predict their binding affinity value. This is MHC class II binding data. (1) The binding affinity (normalized) is 0.373. The MHC is DRB1_0802 with pseudo-sequence DRB1_0802. The peptide sequence is SQDLELSWNLKGLQAY. (2) The peptide sequence is VRGWVFGSTMNNKSQ. The MHC is DRB1_0101 with pseudo-sequence DRB1_0101. The binding affinity (normalized) is 0.561. (3) The peptide sequence is GAYFVSSGKYEGGNI. The MHC is DRB1_0405 with pseudo-sequence DRB1_0405. The binding affinity (normalized) is 0.475. (4) The peptide sequence is LEAWLTEHGCNRLKR. The MHC is DRB3_0101 with pseudo-sequence DRB3_0101. The binding affinity (normalized) is 0.368.